The task is: Predict the reactants needed to synthesize the given product.. This data is from Full USPTO retrosynthesis dataset with 1.9M reactions from patents (1976-2016). (1) Given the product [F:1][C:2]1[CH:20]=[C:19]([CH3:21])[CH:18]=[CH:17][C:3]=1[O:4][C:5]1[CH:6]=[CH:7][C:8]2[N:12]=[C:11]([CH2:13][O:14][C:23]3[CH:24]=[C:25]([CH:30]=[CH:31][CH:32]=3)[C:26]([O:28][CH3:29])=[O:27])[N:10]([CH3:15])[C:9]=2[CH:16]=1, predict the reactants needed to synthesize it. The reactants are: [F:1][C:2]1[CH:20]=[C:19]([CH3:21])[CH:18]=[CH:17][C:3]=1[O:4][C:5]1[CH:6]=[CH:7][C:8]2[N:12]=[C:11]([CH2:13][OH:14])[N:10]([CH3:15])[C:9]=2[CH:16]=1.O[C:23]1[CH:24]=[C:25]([CH:30]=[CH:31][CH:32]=1)[C:26]([O:28][CH3:29])=[O:27].C(P(CCCC)CCCC)CCC.N(C(N1CCCCC1)=O)=NC(N1CCCCC1)=O. (2) Given the product [CH3:78][C:75]([O:74][C:72](=[O:73])[NH:71][C:70]([N:79]1[CH2:80][CH2:81][CH:82]([C:85]([N:15]2[CH2:16][C@@H:12]([CH:9]3[CH2:8][CH2:7][N:6]([S:3]([CH3:2])(=[O:4])=[O:5])[CH2:11][CH2:10]3)[CH2:13][C@H:14]2[C:17]2[NH:18][C:19]([C:22]3[CH:23]=[CH:24][C:25]([NH:28][C:29]([O:30][CH3:31])=[O:32])=[CH:26][CH:27]=3)=[CH:20][N:21]=2)=[O:86])[CH2:83][CH2:84]1)=[N:69][C:67](=[O:68])[O:66][C:63]([CH3:62])([CH3:64])[CH3:65])([CH3:76])[CH3:77], predict the reactants needed to synthesize it. The reactants are: Cl.[CH3:2][S:3]([N:6]1[CH2:11][CH2:10][CH:9]([C@@H:12]2[CH2:16][NH:15][C@H:14]([C:17]3[NH:18][C:19]([C:22]4[CH:27]=[CH:26][C:25]([NH:28][C:29](=[O:32])[O:30][CH3:31])=[CH:24][CH:23]=4)=[CH:20][N:21]=3)[CH2:13]2)[CH2:8][CH2:7]1)(=[O:5])=[O:4].ON1C2N=CC=CC=2N=N1.CN1CCOCC1.Cl.C(N=C=NCCCN(C)C)C.[CH3:62][C:63]([O:66][C:67]([NH:69][C:70]([N:79]1[CH2:84][CH2:83][CH:82]([C:85](O)=[O:86])[CH2:81][CH2:80]1)=[N:71][C:72]([O:74][C:75]([CH3:78])([CH3:77])[CH3:76])=[O:73])=[O:68])([CH3:65])[CH3:64]. (3) The reactants are: Cl.[CH2:2]([NH:9][C:10](=[NH:13])[CH2:11][CH3:12])[C:3]1[CH:8]=[CH:7][CH:6]=[CH:5][CH:4]=1.C(=O)([O-])[O-].[K+].[K+].C(Cl)Cl.Br/[C:24](=[CH:27]/OC1CCCCC1)/[CH:25]=[O:26]. Given the product [CH2:2]([N:9]1[C:24]([CH:25]=[O:26])=[CH:27][N:13]=[C:10]1[CH2:11][CH3:12])[C:3]1[CH:8]=[CH:7][CH:6]=[CH:5][CH:4]=1, predict the reactants needed to synthesize it. (4) Given the product [CH2:1]([N:8]1[C:16]2[C:11](=[CH:12][C:13]([OH:17])=[CH:14][CH:15]=2)[C:10]([CH2:21][NH:22][CH2:23][C:24]2[CH:29]=[C:28]([F:30])[CH:27]=[C:26]([F:31])[CH:25]=2)=[C:9]1[CH:32]([CH3:34])[CH3:33])[C:2]1[CH:3]=[CH:4][CH:5]=[CH:6][CH:7]=1, predict the reactants needed to synthesize it. The reactants are: [CH2:1]([N:8]1[C:16]2[C:11](=[CH:12][C:13]([O:17]COC)=[CH:14][CH:15]=2)[C:10]([CH2:21][NH:22][CH2:23][C:24]2[CH:29]=[C:28]([F:30])[CH:27]=[C:26]([F:31])[CH:25]=2)=[C:9]1[CH:32]([CH3:34])[CH3:33])[C:2]1[CH:7]=[CH:6][CH:5]=[CH:4][CH:3]=1.Cl.